Task: Regression. Given a peptide amino acid sequence and an MHC pseudo amino acid sequence, predict their binding affinity value. This is MHC class II binding data.. Dataset: Peptide-MHC class II binding affinity with 134,281 pairs from IEDB (1) The MHC is HLA-DPA10103-DPB10301 with pseudo-sequence HLA-DPA10103-DPB10301. The binding affinity (normalized) is 0.0986. The peptide sequence is DIDLGRNEVVNDVST. (2) The peptide sequence is GEDQIVDKIDAAFKI. The MHC is DRB1_0802 with pseudo-sequence DRB1_0802. The binding affinity (normalized) is 0.306. (3) The peptide sequence is MHHLVEFEPPHAATI. The binding affinity (normalized) is 0.309. The MHC is DRB5_0101 with pseudo-sequence DRB5_0101. (4) The MHC is DRB1_0802 with pseudo-sequence DRB1_0802. The binding affinity (normalized) is 0.580. The peptide sequence is YDKFLANVSTVLTGP. (5) The peptide sequence is EAMSQVTNSATIMMQR. The MHC is HLA-DQA10501-DQB10201 with pseudo-sequence HLA-DQA10501-DQB10201. The binding affinity (normalized) is 0.273. (6) The binding affinity (normalized) is 0.733. The MHC is DRB1_0405 with pseudo-sequence DRB1_0405. The peptide sequence is DTFRKLFRRYSNFLR. (7) The peptide sequence is PKGISRMSMAMGTMA. The MHC is DRB1_0701 with pseudo-sequence DRB1_0701. The binding affinity (normalized) is 0.787. (8) The peptide sequence is SQDGELSWNLNGLQAY. The MHC is DRB1_1302 with pseudo-sequence DRB1_1302. The binding affinity (normalized) is 0.591. (9) The peptide sequence is KALYDLQRSAMVYSS. The MHC is HLA-DPA10201-DPB10101 with pseudo-sequence HLA-DPA10201-DPB10101. The binding affinity (normalized) is 0.338. (10) The peptide sequence is VNVQTKPSLFKVRNG. The MHC is DRB1_0701 with pseudo-sequence DRB1_0701. The binding affinity (normalized) is 0.483.